Dataset: Forward reaction prediction with 1.9M reactions from USPTO patents (1976-2016). Task: Predict the product of the given reaction. (1) Given the reactants [Cl:1][C:2]1[CH:3]=[C:4]([CH:14]=[CH:15][CH:16]=1)[CH2:5][N:6]1[CH2:11][CH2:10][C:9](=O)[CH2:8][C:7]1=[O:13].[CH3:17][NH:18][NH2:19], predict the reaction product. The product is: [Cl:1][C:2]1[CH:3]=[C:4]([CH:14]=[CH:15][CH:16]=1)[CH2:5][N:6]1[CH2:11][CH2:10][C:9](=[N:19][NH:18][CH3:17])[CH2:8][C:7]1=[O:13]. (2) Given the reactants [OH:1][C:2]1[C:3]([N+:13]([O-:15])=[O:14])=[C:4]2[C:9](=[CH:10][CH:11]=1)[C:8](=[O:12])[CH2:7][CH2:6][CH2:5]2.[N:16]1([CH2:21][C@@H:22]([C:24]2[CH:29]=[CH:28][CH:27]=[CH:26][CH:25]=2)O)[CH:20]=[CH:19][N:18]=[CH:17]1.C1(P(C2C=CC=CC=2)C2C=CC=CC=2)C=CC=CC=1.CCOC(/N=N/C(OCC)=O)=O, predict the reaction product. The product is: [N+:13]([C:3]1[C:2]([O:1][C@@H:22]([C:24]2[CH:29]=[CH:28][CH:27]=[CH:26][CH:25]=2)[CH2:21][N:16]2[CH:20]=[CH:19][N:18]=[CH:17]2)=[CH:11][CH:10]=[C:9]2[C:4]=1[CH2:5][CH2:6][CH2:7][C:8]2=[O:12])([O-:15])=[O:14]. (3) Given the reactants [OH:1][C:2]1[CH:7]=[CH:6][C:5]([CH3:8])=[CH:4][C:3]=1[C:9](=O)[CH3:10].C(=O)([O-])[O-].[K+].[K+].[I-].[Na+].Cl[CH2:21][C:22]([N:24]([O:26][CH3:27])[CH3:25])=[O:23], predict the reaction product. The product is: [CH3:27][O:26][N:24]([CH3:25])[C:22]([C:21]1[O:1][C:2]2[CH:7]=[CH:6][C:5]([CH3:8])=[CH:4][C:3]=2[C:9]=1[CH3:10])=[O:23]. (4) Given the reactants C([O:4][C:5]1[CH:24]=[CH:23][C:8]([C:9]2[CH2:10][O:11][C:12]3[C:17]([CH:18]=2)=[CH:16][CH:15]=[C:14]([O:19]C(=O)C)[CH:13]=3)=[CH:7][CH:6]=1)(=O)C.C[Si](C)(C)[C:27]1[CH:32]=[CH:31][N:30]=[N:29][CH:28]=1, predict the reaction product. The product is: [OH:4][C:5]1[CH:24]=[CH:23][C:8]([C:9]2[CH:10]([C:27]3[CH:32]=[CH:31][N:30]=[N:29][CH:28]=3)[O:11][C:12]3[C:17]([CH:18]=2)=[CH:16][CH:15]=[C:14]([OH:19])[CH:13]=3)=[CH:7][CH:6]=1. (5) Given the reactants [NH:1]1[CH:5]=[CH:4][CH:3]=[C:2]1[CH:6]([C:8]1[CH:9]=[N:10][C:11]2[C:16]([CH:17]=1)=[CH:15][CH:14]=[CH:13][CH:12]=2)O.[BH4-].[Na+].O, predict the reaction product. The product is: [N:10]1[C:11]2[C:16](=[CH:15][CH:14]=[CH:13][CH:12]=2)[CH:17]=[C:8]([CH2:6][C:2]2[NH:1][CH:5]=[CH:4][CH:3]=2)[CH:9]=1. (6) Given the reactants Cl[C:2]1[CH:3]=[CH:4][C:5]2[N:6]([C:8]([C:11]#[N:12])=[CH:9][N:10]=2)[CH:7]=1.[F:13][C:14]1[CH:19]=[C:18]([F:20])[CH:17]=[CH:16][C:15]=1[S:21]([NH:24][C:25]1[C:26]([O:40][CH3:41])=[N:27][CH:28]=[C:29](B2OC(C)(C)C(C)(C)O2)[CH:30]=1)(=[O:23])=[O:22].C(Cl)Cl.C([O-])([O-])=O.[Na+].[Na+].N#N, predict the reaction product. The product is: [C:11]([C:8]1[N:6]2[CH:7]=[C:2]([C:29]3[CH:30]=[C:25]([NH:24][S:21]([C:15]4[CH:16]=[CH:17][C:18]([F:20])=[CH:19][C:14]=4[F:13])(=[O:23])=[O:22])[C:26]([O:40][CH3:41])=[N:27][CH:28]=3)[CH:3]=[CH:4][C:5]2=[N:10][CH:9]=1)#[N:12]. (7) Given the reactants [C:1]([N:8]1[CH2:12][CH2:11][C@H:10]([N:13]([CH:21]2[CH2:26][CH2:25][C:24]([CH3:28])([CH3:27])[CH2:23][CH2:22]2)[C:14](=[O:20])[C:15]([CH3:19])([CH3:18])[CH2:16][OH:17])[CH2:9]1)([O:3][C:4]([CH3:7])([CH3:6])[CH3:5])=[O:2].[H-].[Na+].I[CH3:32], predict the reaction product. The product is: [C:1]([N:8]1[CH2:12][CH2:11][C@H:10]([N:13]([C:14](=[O:20])[C:15]([CH3:19])([CH3:18])[CH2:16][O:17][CH3:32])[CH:21]2[CH2:26][CH2:25][C:24]([CH3:28])([CH3:27])[CH2:23][CH2:22]2)[CH2:9]1)([O:3][C:4]([CH3:5])([CH3:6])[CH3:7])=[O:2]. (8) Given the reactants [C:1](O)(=O)[CH2:2]/[CH:3]=[CH:4]/[CH2:5][C:6](O)=O.[NH2:11][NH:12][C:13]([NH2:15])=[S:14], predict the reaction product. The product is: [CH2:5]([C:6]1[S:14][C:13]([NH2:15])=[N:12][N:11]=1)/[CH:4]=[CH:3]/[CH2:2][C:1]1[S:14][C:13]([NH2:15])=[N:12][N:11]=1.